The task is: Predict the product of the given reaction.. This data is from Forward reaction prediction with 1.9M reactions from USPTO patents (1976-2016). (1) Given the reactants Br[C:2]1[CH:7]=[CH:6][N:5]=[C:4]([O:8]C)[CH:3]=1.[CH3:10][S:11][C:12]1[CH:17]=[CH:16][C:15](B(O)O)=[CH:14][CH:13]=1.C([O-])([O-])=O.[K+].[K+], predict the reaction product. The product is: [CH3:10][S:11][C:12]1[CH:17]=[CH:16][C:15]([C:2]2[CH:7]=[CH:6][NH:5][C:4](=[O:8])[CH:3]=2)=[CH:14][CH:13]=1. (2) Given the reactants [CH2:1](Cl)[CH:2]([CH3:4])[CH3:3].[CH2:6]([N:13]1[CH:18]2[CH2:19][CH2:20][CH:14]1[CH2:15][CH:16]([NH2:21])[CH2:17]2)[C:7]1[CH:12]=[CH:11][CH:10]=[CH:9][CH:8]=1.C(=O)([O-])[O-:23].[K+].[K+], predict the reaction product. The product is: [CH2:6]([N:13]1[CH:14]2[CH2:20][CH2:19][CH:18]1[CH2:17][CH:16]([NH:21][C:1](=[O:23])[CH:2]([CH3:4])[CH3:3])[CH2:15]2)[C:7]1[CH:8]=[CH:9][CH:10]=[CH:11][CH:12]=1. (3) Given the reactants [CH2:1]([O:3][C:4]1[CH:21]=[CH:20][C:7]2[CH:8]3[CH2:14][CH2:13][CH:12]([CH:15]=[CH:16][CH2:17][CH2:18][CH3:19])[CH2:11][CH:9]3[O:10][C:6]=2[C:5]=1[F:22])[CH3:2].[H][H], predict the reaction product. The product is: [CH2:1]([O:3][C:4]1[CH:21]=[CH:20][C:7]2[CH:8]3[CH2:14][CH2:13][CH:12]([CH2:15][CH2:16][CH2:17][CH2:18][CH3:19])[CH2:11][CH:9]3[O:10][C:6]=2[C:5]=1[F:22])[CH3:2]. (4) Given the reactants [Si]([O:8][CH:9]1[C:17]2[CH:16]=[C:15]([C:18]3[C:27]([CH3:28])=[C:26]4[C:21]([C:22](=[O:33])[NH:23][C:24](=[O:32])[N:25]4[CH:29]4[CH2:31][CH2:30]4)=[CH:20][C:19]=3[F:34])[S:14][C:13]=2[CH2:12][CH2:11][C:10]1([F:36])[F:35])(C(C)(C)C)(C)C.[F-].C([N+](CCCC)(CCCC)CCCC)CCC, predict the reaction product. The product is: [CH:29]1([N:25]2[C:26]3[C:21](=[CH:20][C:19]([F:34])=[C:18]([C:15]4[S:14][C:13]5[CH2:12][CH2:11][C:10]([F:35])([F:36])[CH:9]([OH:8])[C:17]=5[CH:16]=4)[C:27]=3[CH3:28])[C:22](=[O:33])[NH:23][C:24]2=[O:32])[CH2:30][CH2:31]1.